Dataset: Forward reaction prediction with 1.9M reactions from USPTO patents (1976-2016). Task: Predict the product of the given reaction. The product is: [Br:1][C:2]1[CH:7]=[CH:6][C:5]([CH2:8][CH2:9][O:10][CH:11]([CH3:26])[C:12]([N:14]([CH2:23][CH2:24][NH:28][CH2:29][CH2:30][C:31]2[C:39]3[S:38][C:37](=[O:40])[NH:36][C:35]=3[C:34]([OH:41])=[CH:33][CH:32]=2)[CH2:15][CH2:16][C:17]2[CH:22]=[CH:21][CH:20]=[CH:19][CH:18]=2)=[O:13])=[CH:4][CH:3]=1. Given the reactants [Br:1][C:2]1[CH:7]=[CH:6][C:5]([CH2:8][CH2:9][O:10][CH:11]([CH3:26])[C:12]([N:14]([CH2:23][CH:24]=O)[CH2:15][CH2:16][C:17]2[CH:22]=[CH:21][CH:20]=[CH:19][CH:18]=2)=[O:13])=[CH:4][CH:3]=1.Cl.[NH2:28][CH2:29][CH2:30][C:31]1[C:39]2[S:38][C:37](=[O:40])[NH:36][C:35]=2[C:34]([OH:41])=[CH:33][CH:32]=1.C(O)(=O)C.C([BH3-])#N.[Na+], predict the reaction product.